Dataset: Catalyst prediction with 721,799 reactions and 888 catalyst types from USPTO. Task: Predict which catalyst facilitates the given reaction. Reactant: [Br:1][C:2]1[C:6]2[C:7]([NH2:12])=[N:8][CH:9]=[C:10](I)[C:5]=2[S:4][CH:3]=1.C1C=CC(P(C2C=CC=CC=2)C2C=CC=CC=2)=CC=1.C([O-])([O-])=O.[Na+].[Na+].[C:38]([O:42][C:43]([CH3:46])([CH3:45])[CH3:44])(=[O:41])[CH:39]=[CH2:40]. Product: [NH2:12][C:7]1[C:6]2[C:2]([Br:1])=[CH:3][S:4][C:5]=2[C:10](/[CH:40]=[CH:39]/[C:38]([O:42][C:43]([CH3:46])([CH3:45])[CH3:44])=[O:41])=[CH:9][N:8]=1. The catalyst class is: 274.